From a dataset of Full USPTO retrosynthesis dataset with 1.9M reactions from patents (1976-2016). Predict the reactants needed to synthesize the given product. (1) Given the product [CH2:1]([O:3][C:4](=[O:23])[CH2:5][C:6]1[CH:11]=[C:10]([Cl:12])[CH:9]=[C:8]([O:13][C:14]2[CH:19]=[CH:18][C:17]([Br:20])=[CH:16][C:15]=2[CH2:21][N:26]2[CH2:27][CH2:28][O:24][C:25]2=[O:32])[CH:7]=1)[CH3:2], predict the reactants needed to synthesize it. The reactants are: [CH2:1]([O:3][C:4](=[O:23])[CH2:5][C:6]1[CH:11]=[C:10]([Cl:12])[CH:9]=[C:8]([O:13][C:14]2[CH:19]=[CH:18][C:17]([Br:20])=[CH:16][C:15]=2[CH2:21]Br)[CH:7]=1)[CH3:2].[O:24]1[CH2:28][C:27](=O)[N:26]=[C-:25]1.[H-].[Na+].[O:32]1CCOCC1. (2) Given the product [OH:1][C:2]1[CH:3]=[CH:4][C:5]([C:8]2[CH:13]=[CH:12][CH:11]=[C:10]([C:14]3[CH:19]=[CH:18][C:17]([OH:20])=[CH:16][CH:15]=3)[CH:9]=2)=[CH:6][CH:7]=1, predict the reactants needed to synthesize it. The reactants are: [OH:1][C:2]1[CH:7]=[CH:6][C:5]([C:8]2[CH2:13][CH2:12][CH2:11][CH:10]([C:14]3[CH:19]=[CH:18][C:17]([OH:20])=[CH:16][CH:15]=3)[CH:9]=2)=[CH:4][CH:3]=1.OC1C=CC(C2CC(C3C=CC(O)=CC=3)CCC=2)=CC=1.C(C(C)=O)C(C)C.CC(C1C=CC=CC=1)=C.